The task is: Predict the reactants needed to synthesize the given product.. This data is from Full USPTO retrosynthesis dataset with 1.9M reactions from patents (1976-2016). (1) The reactants are: [CH2:1]([N:7]1[C:12](=O)[CH:11]2[CH:9]([C:10]2([C:17]2[CH:22]=[CH:21][CH:20]=[C:19]([N+:23]([O-:25])=[O:24])[CH:18]=2)[CH2:14][CH2:15][CH3:16])[C:8]1=O)[CH2:2][CH2:3][CH2:4][CH2:5][CH3:6].O1CCCC1.B.CO. Given the product [CH2:1]([N:7]1[CH2:12][CH:11]2[CH:9]([C:10]2([C:17]2[CH:22]=[CH:21][CH:20]=[C:19]([N+:23]([O-:25])=[O:24])[CH:18]=2)[CH2:14][CH2:15][CH3:16])[CH2:8]1)[CH2:2][CH2:3][CH2:4][CH2:5][CH3:6], predict the reactants needed to synthesize it. (2) Given the product [CH3:1][O:2][C:3]1[CH:4]=[C:5]([C:9]2[C:10]([C:15]3[CH:20]=[CH:19][N:18]=[CH:17][CH:16]=3)=[C:11]3[S:14][CH2:28][CH2:29][N:12]3[N:13]=2)[CH:6]=[CH:7][CH:8]=1, predict the reactants needed to synthesize it. The reactants are: [CH3:1][O:2][C:3]1[CH:4]=[C:5]([C:9]2[C:10]([C:15]3[CH:20]=[CH:19][N:18]=[CH:17][CH:16]=3)=[C:11]([SH:14])[NH:12][N:13]=2)[CH:6]=[CH:7][CH:8]=1.C(=O)([O-])[O-].[K+].[K+].Br[CH2:28][CH2:29]Br. (3) Given the product [CH3:7][O:8][C:9]1[C:17]([S:18][CH3:19])=[C:16]([C:20]([F:23])([F:22])[F:21])[CH:15]=[CH:14][C:10]=1[C:11]([O:13][C:24]1[CH2:29][CH2:28][CH2:27][C:26](=[O:30])[CH:25]=1)=[O:12], predict the reactants needed to synthesize it. The reactants are: C(Cl)(=O)C(Cl)=O.[CH3:7][O:8][C:9]1[C:17]([S:18][CH3:19])=[C:16]([C:20]([F:23])([F:22])[F:21])[CH:15]=[CH:14][C:10]=1[C:11]([OH:13])=[O:12].[C:24]1(=O)[CH2:29][CH2:28][CH2:27][C:26](=[O:30])[CH2:25]1.C(N(CC)CC)C.Cl. (4) Given the product [CH2:17]([S:16][C:10]1[CH:11]=[CH:12][C:13]([CH2:30][C:29]2[CH:2]=[C:1]([C:3]3[C:4]([NH2:9])=[N:5][CH:6]=[CH:7][CH:8]=3)[O:36][N:31]=2)=[CH:14][CH:15]=1)[C:18]1[CH:19]=[CH:20][CH:21]=[CH:22][CH:23]=1, predict the reactants needed to synthesize it. The reactants are: [C:1]([C:3]1[C:4]([NH2:9])=[N:5][CH:6]=[CH:7][CH:8]=1)#[CH:2].[C:10]1([S:16][CH2:17][C:18]2[CH:23]=[CH:22][C:21](CC(Cl)=NO)=[CH:20][CH:19]=2)[CH:15]=[CH:14][CH:13]=[CH:12][CH:11]=1.[CH2:29]([N:31](CC)CC)[CH3:30].[O:36]1CCCC1. (5) Given the product [NH2:11][C:8]1[CH:7]=[CH:6][C:5]([NH:12][C:24]2[C:23](=[O:26])[CH:22]=[C:21]([N:16]([CH2:17][CH2:18][OH:27])[CH2:14][CH3:15])[C:20](=[O:19])[CH:25]=2)=[C:4]([CH3:3])[C:9]=1[CH3:10], predict the reactants needed to synthesize it. The reactants are: Cl.Cl.[CH3:3][C:4]1[C:9]([CH3:10])=[C:8]([NH2:11])[CH:7]=[CH:6][C:5]=1[NH2:12].Br.[CH2:14]([N:16]1[C:21]2[CH:22]=[C:23]([OH:26])[CH:24]=[CH:25][C:20]=2[O:19][CH2:18][CH2:17]1)[CH3:15].[OH:27]O. (6) Given the product [F:1][C:2]1[C:8]([F:9])=[C:7]([F:10])[CH:6]=[CH:5][C:3]=1[NH:4][C@@H:18]([CH3:23])[C:19]([O:21][CH3:22])=[O:20], predict the reactants needed to synthesize it. The reactants are: [F:1][C:2]1[C:8]([F:9])=[C:7]([F:10])[CH:6]=[CH:5][C:3]=1[NH2:4].C(=O)([O-])[O-].[K+].[K+].Cl[C@H:18]([CH3:23])[C:19]([O:21][CH3:22])=[O:20]. (7) Given the product [CH3:8][S:9]([O:7][CH2:6][C:2]1[O:1][CH:5]=[CH:4][N:3]=1)(=[O:11])=[O:10], predict the reactants needed to synthesize it. The reactants are: [O:1]1[CH:5]=[CH:4][N:3]=[C:2]1[CH2:6][OH:7].[CH3:8][S:9](Cl)(=[O:11])=[O:10].